This data is from Full USPTO retrosynthesis dataset with 1.9M reactions from patents (1976-2016). The task is: Predict the reactants needed to synthesize the given product. (1) Given the product [I:1][C:2]1[CH:7]=[CH:6][C:5]([CH2:8][CH2:9][CH2:10][CH2:11][CH2:12][CH2:13][CH2:14][CH2:15][CH2:16][CH2:17][CH2:18][CH2:19][I:45])=[CH:4][CH:3]=1, predict the reactants needed to synthesize it. The reactants are: [I:1][C:2]1[CH:7]=[CH:6][C:5]([CH2:8][CH2:9][CH2:10][CH2:11][CH2:12][CH2:13][CH2:14][CH2:15][CH2:16][CH2:17][CH2:18][CH2:19]O)=[CH:4][CH:3]=1.C1C=CC(P(C2C=CC=CC=2)C2C=CC=CC=2)=CC=1.N1C=CN=C1.[I:45]I. (2) Given the product [CH2:1]([N:8]([CH2:25][CH3:26])[C:9]1[CH:14]=[CH:13][C:12]([C:15]([OH:24])([C:16]([F:17])([F:18])[F:19])[C:20]([F:21])([F:22])[F:23])=[CH:11][C:10]=1[Cl:34])[C:2]1[CH:3]=[CH:4][CH:5]=[CH:6][CH:7]=1, predict the reactants needed to synthesize it. The reactants are: [CH2:1]([N:8]([CH2:25][CH3:26])[C:9]1[CH:14]=[CH:13][C:12]([C:15]([OH:24])([C:20]([F:23])([F:22])[F:21])[C:16]([F:19])([F:18])[F:17])=[CH:11][CH:10]=1)[C:2]1[CH:7]=[CH:6][CH:5]=[CH:4][CH:3]=1.C1C(=O)N([Cl:34])C(=O)C1. (3) Given the product [CH3:1][C:2]1[CH:3]=[CH:4][C:5]([S:8]([N:11]2[CH2:16][CH2:15][C:14]3[NH:30][N:29]([C:23]4[CH:28]=[CH:27][CH:26]=[CH:25][CH:24]=4)[C:18](=[O:20])[C:13]=3[CH2:12]2)(=[O:9])=[O:10])=[CH:6][CH:7]=1, predict the reactants needed to synthesize it. The reactants are: [CH3:1][C:2]1[CH:7]=[CH:6][C:5]([S:8]([N:11]2[CH2:16][CH2:15][C:14](=O)[CH:13]([C:18]([O:20]CC)=O)[CH2:12]2)(=[O:10])=[O:9])=[CH:4][CH:3]=1.[C:23]1([NH:29][NH2:30])[CH:28]=[CH:27][CH:26]=[CH:25][CH:24]=1.CC[O-].[Na+].CCO.